This data is from Catalyst prediction with 721,799 reactions and 888 catalyst types from USPTO. The task is: Predict which catalyst facilitates the given reaction. Reactant: Cl.[NH2:2][NH:3][C:4]([NH2:6])=[O:5].C([O-])(O)=O.[Na+].[CH3:12][C:13]([CH3:19])([CH3:18])[CH2:14][C:15](Cl)=O.[OH-].[Na+].Cl. Product: [CH2:14]([C:15]1[NH:6][C:4](=[O:5])[NH:3][N:2]=1)[C:13]([CH3:19])([CH3:18])[CH3:12]. The catalyst class is: 6.